Dataset: Reaction yield outcomes from USPTO patents with 853,638 reactions. Task: Predict the reaction yield, written as a fraction of the theoretical maximum amount of product (1.0 means a 100% yield; for example, 0.34 means a 34% yield). (1) The reactants are Cl[C:2]1[CH:11]=[C:10]([Cl:12])[C:9]2[C:4](=[C:5]([Cl:15])[C:6]([O:13][CH3:14])=[CH:7][CH:8]=2)[N:3]=1.[F:16][C:17]([F:24])([F:23])[C:18]1[CH:22]=[CH:21][NH:20][N:19]=1. No catalyst specified. The product is [Cl:12][C:10]1[C:9]2[C:4](=[C:5]([Cl:15])[C:6]([O:13][CH3:14])=[CH:7][CH:8]=2)[N:3]=[C:2]([N:20]2[CH:21]=[CH:22][C:18]([C:17]([F:24])([F:23])[F:16])=[N:19]2)[CH:11]=1. The yield is 0.510. (2) The reactants are [CH3:1][O:2][C:3](=[O:26])[C:4]1[CH:9]=[CH:8][C:7]([C:10]([C:15]2[NH:24][C:18]3=[N:19][CH:20]=[C:21]([F:23])[CH:22]=[C:17]3[CH:16]=2)=[CH:11][CH:12]([CH3:14])[CH3:13])=[CH:6][C:5]=1[F:25]. The catalyst is [Pd].CO. The product is [CH3:1][O:2][C:3](=[O:26])[C:4]1[CH:9]=[CH:8][C:7]([CH:10]([C:15]2[NH:24][C:18]3=[N:19][CH:20]=[C:21]([F:23])[CH:22]=[C:17]3[CH:16]=2)[CH2:11][CH:12]([CH3:14])[CH3:13])=[CH:6][C:5]=1[F:25]. The yield is 0.970. (3) The catalyst is CN(C=O)C. The product is [Cl:18][CH2:19][C:20]([NH:9][NH:8][C:6](=[O:7])[C:5]1[CH:10]=[CH:11][CH:12]=[C:3]([C:1]#[N:2])[CH:4]=1)=[O:21]. The reactants are [C:1]([C:3]1[CH:4]=[C:5]([CH:10]=[CH:11][CH:12]=1)[C:6]([NH:8][NH2:9])=[O:7])#[N:2].C1COCC1.[Cl:18][CH2:19][C:20](Cl)=[O:21]. The yield is 0.690. (4) The reactants are Cl[C:2]1[C:11]2[C:6](=[CH:7][C:8]([O:14][CH2:15][CH:16]3[CH2:21][CH2:20][N:19]([CH3:22])[CH2:18][CH2:17]3)=[C:9]([O:12][CH3:13])[CH:10]=2)[N:5]=[CH:4][N:3]=1.[CH3:23][C:24]1[CH:33]=[C:32]([CH3:34])[C:31]2[C:26](=[CH:27][C:28]([OH:35])=[CH:29][CH:30]=2)[N:25]=1. No catalyst specified. The product is [CH3:23][C:24]1[CH:33]=[C:32]([CH3:34])[C:31]2[C:26](=[CH:27][C:28]([O:35][C:2]3[C:11]4[C:6](=[CH:7][C:8]([O:14][CH2:15][CH:16]5[CH2:21][CH2:20][N:19]([CH3:22])[CH2:18][CH2:17]5)=[C:9]([O:12][CH3:13])[CH:10]=4)[N:5]=[CH:4][N:3]=3)=[CH:29][CH:30]=2)[N:25]=1. The yield is 0.330. (5) The reactants are [CH3:1][C:2]1([CH3:10])[C:4]([CH3:6])([CH3:5])[CH:3]1[C:7]([OH:9])=O.CN(C)C=O.C(Cl)(=O)C(Cl)=O.Cl.[NH2:23][C:24]1[N:25]=[C:26]2[CH:31]=[CH:30][C:29]([O:32][C:33]3[CH:34]=[CH:35][C:36]([F:49])=[C:37]([NH:39][C:40]([C:42]4[N:46]([CH3:47])[N:45]=[C:44]([CH3:48])[CH:43]=4)=[O:41])[CH:38]=3)=[N:28][N:27]2[CH:50]=1.C(=O)([O-])O.[Na+]. The catalyst is O1CCCC1.CN(C)C(=O)C. The product is [F:49][C:36]1[CH:35]=[CH:34][C:33]([O:32][C:29]2[CH:30]=[CH:31][C:26]3[N:27]([CH:50]=[C:24]([NH:23][C:7]([CH:3]4[C:4]([CH3:5])([CH3:6])[C:2]4([CH3:1])[CH3:10])=[O:9])[N:25]=3)[N:28]=2)=[CH:38][C:37]=1[NH:39][C:40]([C:42]1[N:46]([CH3:47])[N:45]=[C:44]([CH3:48])[CH:43]=1)=[O:41]. The yield is 0.190. (6) The reactants are [CH2:1]([P:3]([CH2:10][CH2:11][OH:12])(=[O:9])[O:4][CH2:5][CH2:6]CC)[CH3:2].C(O)C[OH:15]. The catalyst is C([O-])(C([O-])=O)=O.C([O-])(C([O-])=O)=O.O=[Ti+2].[K+].[K+]. The product is [CH2:1]([P:3]([CH2:10][CH2:11][OH:12])(=[O:9])[O:4][CH2:5][CH2:6][OH:15])[CH3:2]. The yield is 0.960. (7) The reactants are [CH3:1][O:2][C:3]([NH:5][NH2:6])=[O:4].C(O)(=O)C.O.[CH3:12][C:13]([CH3:15])=O. No catalyst specified. The product is [CH3:1][O:2][C:3]([NH:5][N:6]=[C:13]([CH3:15])[CH3:12])=[O:4]. The yield is 0.890. (8) The reactants are Br[C:2]1[CH:3]=[CH:4][C:5]2[C:6]3[CH2:24][N:23]([C:25]([O:27][C:28]([CH3:31])([CH3:30])[CH3:29])=[O:26])[CH2:22][CH2:21][C:7]=3[N:8]([Si](C(C)C)(C(C)C)C(C)C)[C:9]=2[CH:10]=1.[F:32][C:33]([F:48])([F:47])[C:34]1[N:39]=[N:38][C:37]([C:40]2[CH:45]=[CH:44][NH:43][C:42](=[O:46])[CH:41]=2)=[CH:36][CH:35]=1. No catalyst specified. The product is [O:46]=[C:42]1[CH:41]=[C:40]([C:37]2[N:38]=[N:39][C:34]([C:33]([F:48])([F:47])[F:32])=[CH:35][CH:36]=2)[CH:45]=[CH:44][N:43]1[C:2]1[CH:3]=[CH:4][C:5]2[C:6]3[CH2:24][N:23]([C:25]([O:27][C:28]([CH3:29])([CH3:31])[CH3:30])=[O:26])[CH2:22][CH2:21][C:7]=3[NH:8][C:9]=2[CH:10]=1. The yield is 0.300. (9) The reactants are [CH3:1][C:2]1[N:3]([CH2:29][C:30]([O:32][CH2:33][CH3:34])=[O:31])[C:4]2[CH2:5][C:6]([CH3:28])([CH3:27])[CH2:7][C:8](=O)[C:9]=2[C:10]=1[S:11][C:12]1[CH:17]=[CH:16][C:15]([S:18]([N:21]2[CH2:25][CH2:24][CH2:23][CH2:22]2)(=[O:20])=[O:19])=[CH:14][CH:13]=1.B.C1COCC1.C(O)C.C(OCC)(=O)C. The catalyst is C1COCC1.[Cl-].[Na+].O. The product is [CH3:1][C:2]1[N:3]([CH2:29][C:30]([O:32][CH2:33][CH3:34])=[O:31])[C:4]2[CH2:5][C:6]([CH3:28])([CH3:27])[CH2:7][CH2:8][C:9]=2[C:10]=1[S:11][C:12]1[CH:13]=[CH:14][C:15]([S:18]([N:21]2[CH2:22][CH2:23][CH2:24][CH2:25]2)(=[O:20])=[O:19])=[CH:16][CH:17]=1. The yield is 0.149.